Predict the reactants needed to synthesize the given product. From a dataset of Full USPTO retrosynthesis dataset with 1.9M reactions from patents (1976-2016). (1) Given the product [Cl:23][C:2]1[C:11]2[C:6](=[CH:7][CH:8]=[C:9]([N+:12]([O-:14])=[O:13])[CH:10]=2)[N:5]=[CH:4][C:3]=1[C:15]([O:17][CH2:18][CH3:19])=[O:16], predict the reactants needed to synthesize it. The reactants are: O[C:2]1[C:11]2[C:6](=[CH:7][CH:8]=[C:9]([N+:12]([O-:14])=[O:13])[CH:10]=2)[N:5]=[CH:4][C:3]=1[C:15]([O:17][CH2:18][CH3:19])=[O:16].C(Cl)(=O)C([Cl:23])=O.CN(C)C=O.CC(C)=O. (2) Given the product [Br:53][C:54]1[CH:55]=[N:56][N:57]([CH3:61])[C:58]=1[CH2:59][N:35]1[CH2:36][CH:37]([C:44]2[CH:49]=[C:48]([F:50])[CH:47]=[C:46]([F:51])[C:45]=2[F:52])[CH2:38][C:39]1=[O:41], predict the reactants needed to synthesize it. The reactants are: CC1C(CN2CC(C3C=C(F)C=C(F)C=3F)CC2=O)=C(C)N(S(C2C=CC(C)=CC=2)(=O)=O)N=1.Cl.[NH2:35][CH2:36][CH:37]([C:44]1[CH:49]=[C:48]([F:50])[CH:47]=[C:46]([F:51])[C:45]=1[F:52])[CH2:38][C:39]([O:41]CC)=O.[Br:53][C:54]1[CH:55]=[N:56][N:57]([CH3:61])[C:58]=1[CH:59]=O. (3) Given the product [C:39]([O:43][C:44]([NH:46][C@H:47]([C:49]([O:32][CH2:31][CH2:30][O:29][C:26]1[CH:27]=[CH:28][C:23]([C:19]2[C:18]([C:33]#[N:34])=[C:17]([NH:35][CH2:36][CH2:37][CH3:38])[N:16]=[C:15]([S:14][CH2:13][C:11]3[N:12]=[C:8]([C:5]4[CH:4]=[CH:3][C:2]([Cl:1])=[CH:7][CH:6]=4)[S:9][CH:10]=3)[C:20]=2[C:21]#[N:22])=[CH:24][CH:25]=1)=[O:50])[CH3:48])=[O:45])([CH3:41])([CH3:42])[CH3:40], predict the reactants needed to synthesize it. The reactants are: [Cl:1][C:2]1[CH:7]=[CH:6][C:5]([C:8]2[S:9][CH:10]=[C:11]([CH2:13][S:14][C:15]3[C:20]([C:21]#[N:22])=[C:19]([C:23]4[CH:28]=[CH:27][C:26]([O:29][CH2:30][CH2:31][OH:32])=[CH:25][CH:24]=4)[C:18]([C:33]#[N:34])=[C:17]([NH:35][CH2:36][CH2:37][CH3:38])[N:16]=3)[N:12]=2)=[CH:4][CH:3]=1.[C:39]([O:43][C:44]([NH:46][C@H:47]([C:49](O)=[O:50])[CH3:48])=[O:45])([CH3:42])([CH3:41])[CH3:40].Cl.CN(C)CCCN=C=NCC.ClCCl. (4) Given the product [NH2:18][CH2:17][CH2:16][CH2:15][N:14]1[C:10]2[C:9]3[CH:8]=[CH:7][CH:6]=[CH:5][C:4]=3[N:3]=[C:2]([NH2:1])[C:11]=2[N:12]=[C:13]1[CH2:26][CH2:27][O:28][CH3:29], predict the reactants needed to synthesize it. The reactants are: [NH2:1][C:2]1[C:11]2[N:12]=[C:13]([CH2:26][CH2:27][O:28][CH3:29])[N:14]([CH2:15][CH2:16][CH2:17][NH:18]C(=O)OC(C)(C)C)[C:10]=2[C:9]2[CH:8]=[CH:7][CH:6]=[CH:5][C:4]=2[N:3]=1.Cl. (5) The reactants are: [Cl:1][C:2]1[CH:25]=[CH:24][C:5]([CH2:6][NH:7][C:8]([C:10]2[C:11](=[O:23])[C:12]3[CH:20]=[C:19]([CH2:21]Cl)[S:18][C:13]=3[N:14]([CH2:16][CH3:17])[CH:15]=2)=[O:9])=[CH:4][CH:3]=1.[C:26]1([C@H:32]([OH:35])[CH2:33][OH:34])[CH:31]=[CH:30][CH:29]=[CH:28][CH:27]=1. Given the product [Cl:1][C:2]1[CH:25]=[CH:24][C:5]([CH2:6][NH:7][C:8]([C:10]2[C:11](=[O:23])[C:12]3[CH:20]=[C:19]([CH2:21][O:34][CH2:33][C@@H:32]([OH:35])[C:26]4[CH:31]=[CH:30][CH:29]=[CH:28][CH:27]=4)[S:18][C:13]=3[N:14]([CH2:16][CH3:17])[CH:15]=2)=[O:9])=[CH:4][CH:3]=1, predict the reactants needed to synthesize it.